From a dataset of Catalyst prediction with 721,799 reactions and 888 catalyst types from USPTO. Predict which catalyst facilitates the given reaction. (1) Reactant: [F:1][C:2]1[CH:3]=[C:4]([CH:9]=[CH:10][C:11]=1[CH2:12]Br)[C:5]([O:7][CH3:8])=[O:6].O.O.C([N+]([O-:23])(CC)CC)C.O. Product: [F:1][C:2]1[CH:3]=[C:4]([CH:9]=[CH:10][C:11]=1[CH:12]=[O:23])[C:5]([O:7][CH3:8])=[O:6]. The catalyst class is: 633. (2) Reactant: [Cl:1][C:2]1[CH:3]=[CH:4][C:5]([N:22]2[CH2:26][CH2:25][CH2:24][CH2:23]2)=[C:6]([CH2:8][N:9]2[CH2:14][CH2:13][N:12](C(OC(C)(C)C)=O)[CH2:11][CH2:10]2)[CH:7]=1.FC(F)(F)C(O)=O. Product: [Cl:1][C:2]1[CH:3]=[CH:4][C:5]([N:22]2[CH2:26][CH2:25][CH2:24][CH2:23]2)=[C:6]([CH2:8][N:9]2[CH2:10][CH2:11][NH:12][CH2:13][CH2:14]2)[CH:7]=1. The catalyst class is: 4. (3) Product: [N+:25]([C:22]1[CH:21]=[CH:20][C:19]([C@@H:18]([NH:28][C:9](=[O:10])[O:11][C:12]([CH3:13])([CH3:14])[CH3:15])[CH3:17])=[CH:24][CH:23]=1)([O-:27])=[O:26]. The catalyst class is: 20. Reactant: [C:12]([O:11][C:9](O[C:9]([O:11][C:12]([CH3:15])([CH3:14])[CH3:13])=[O:10])=[O:10])([CH3:15])([CH3:14])[CH3:13].Cl.[CH3:17][C@@H:18]([NH2:28])[C:19]1[CH:24]=[CH:23][C:22]([N+:25]([O-:27])=[O:26])=[CH:21][CH:20]=1.[OH-].[Na+]. (4) Reactant: [CH3:1][O:2][CH2:3][CH2:4][O:5][CH2:6][C:7]([C:10]1[CH:15]=[CH:14][C:13]([NH:16][C:17](=[O:19])[CH3:18])=[CH:12][C:11]=1[N+:20]([O-])=O)([CH3:9])[CH3:8]. Product: [NH2:20][C:11]1[CH:12]=[C:13]([NH:16][C:17](=[O:19])[CH3:18])[CH:14]=[CH:15][C:10]=1[C:7]([CH3:9])([CH3:8])[CH2:6][O:5][CH2:4][CH2:3][O:2][CH3:1]. The catalyst class is: 94. (5) Reactant: Br[C:2]([CH3:27])([CH3:26])[C:3]([O:5][CH2:6][CH2:7][CH2:8][CH2:9][CH2:10][CH2:11][S:12][CH2:13][CH2:14][CH2:15][Si:16]([O:23][CH2:24][CH3:25])([O:20][CH2:21][CH3:22])[O:17][CH2:18][CH3:19])=[O:4].[I-:28].[Na+]. Product: [I:28][C:2]([CH3:27])([CH3:26])[C:3]([O:5][CH2:6][CH2:7][CH2:8][CH2:9][CH2:10][CH2:11][S:12][CH2:13][CH2:14][CH2:15][Si:16]([O:23][CH2:24][CH3:25])([O:20][CH2:21][CH3:22])[O:17][CH2:18][CH3:19])=[O:4]. The catalyst class is: 21. (6) Reactant: C(O[C:4](=[O:9])[C:5]([F:8])([F:7])[F:6])C.[NH2:10][CH2:11][CH2:12][NH:13][CH2:14][CH2:15][NH2:16]. Product: [NH:13]([CH2:14][CH2:15][NH:16][C:4](=[O:9])[C:5]([F:6])([F:7])[F:8])[CH2:12][CH2:11][NH:10][C:4](=[O:9])[C:5]([F:8])([F:7])[F:6]. The catalyst class is: 1. (7) Reactant: Br[C:2]1[CH:7]=[CH:6][C:5]([C:8]#[N:9])=[CH:4][N:3]=1.[CH:10]1(B(O)O)[CH2:12][CH2:11]1.P([O-])([O-])([O-])=O.[K+].[K+].[K+].C1(P(C2CCCCC2)C2CCCCC2)CCCCC1. Product: [CH:10]1([C:2]2[CH:7]=[CH:6][C:5]([C:8]#[N:9])=[CH:4][N:3]=2)[CH2:12][CH2:11]1. The catalyst class is: 498.